Task: Regression. Given a peptide amino acid sequence and an MHC pseudo amino acid sequence, predict their binding affinity value. This is MHC class II binding data.. Dataset: Peptide-MHC class II binding affinity with 134,281 pairs from IEDB (1) The peptide sequence is YRKGLGNFVQTDRKS. The MHC is H-2-IAb with pseudo-sequence H-2-IAb. The binding affinity (normalized) is 0.201. (2) The peptide sequence is VVAVDIKEKGKDKWI. The MHC is DRB1_0701 with pseudo-sequence DRB1_0701. The binding affinity (normalized) is 0.0365. (3) The peptide sequence is LTEHGCNRLKRMAVS. The MHC is DRB3_0301 with pseudo-sequence DRB3_0301. The binding affinity (normalized) is 0.458.